From a dataset of Reaction yield outcomes from USPTO patents with 853,638 reactions. Predict the reaction yield, written as a fraction of the theoretical maximum amount of product (1.0 means a 100% yield; for example, 0.34 means a 34% yield). The reactants are [CH3:1][O:2][C:3]1[CH:32]=[CH:31][C:6]([CH2:7][N:8]([CH2:22][C:23]2[CH:28]=[CH:27][C:26]([O:29][CH3:30])=[CH:25][CH:24]=2)[C:9]2[CH:14]=[C:13]([F:15])[C:12]([C:16]([CH3:20])([CH3:19])[CH2:17][OH:18])=[C:11]([F:21])[CH:10]=2)=[CH:5][CH:4]=1.I[CH3:34].[H-].[Na+].O. The catalyst is CN(C=O)C. The product is [F:21][C:11]1[CH:10]=[C:9]([CH:14]=[C:13]([F:15])[C:12]=1[C:16]([CH3:20])([CH3:19])[CH2:17][O:18][CH3:34])[N:8]([CH2:7][C:6]1[CH:5]=[CH:4][C:3]([O:2][CH3:1])=[CH:32][CH:31]=1)[CH2:22][C:23]1[CH:24]=[CH:25][C:26]([O:29][CH3:30])=[CH:27][CH:28]=1. The yield is 0.740.